From a dataset of Full USPTO retrosynthesis dataset with 1.9M reactions from patents (1976-2016). Predict the reactants needed to synthesize the given product. (1) Given the product [Si:1]([O:8][CH:9]([C:25]1[CH:30]=[CH:29][CH:28]=[C:27]([Cl:31])[CH:26]=1)[C:10]1[CH:14]=[C:13]([CH:15]=[O:16])[S:12][C:11]=1[CH2:20][O:21][Si:22]([C:4]([CH3:7])([CH3:6])[CH3:5])([CH3:24])[CH3:23])([C:4]([CH3:7])([CH3:6])[CH3:5])([CH3:2])[CH3:3], predict the reactants needed to synthesize it. The reactants are: [Si:1]([O:8][CH:9]([C:25]1[CH:30]=[CH:29][CH:28]=[C:27]([Cl:31])[CH:26]=1)[C:10]1[CH:14]=[C:13]([CH:15]2OCC[O:16]2)[S:12][C:11]=1[CH2:20][O:21][SiH:22]([CH3:24])[CH3:23])([C:4]([CH3:7])([CH3:6])[CH3:5])([CH3:3])[CH3:2]. (2) Given the product [Br:1][C:2]1[CH:3]=[N:4][N:5]([CH:8]2[CH2:9][CH2:10][CH2:11][CH2:12][O:7]2)[CH:6]=1, predict the reactants needed to synthesize it. The reactants are: [Br:1][C:2]1[CH:3]=[N:4][NH:5][CH:6]=1.[O:7]1[CH:12]=[CH:11][CH2:10][CH2:9][CH2:8]1. (3) Given the product [Br:1][CH2:2][CH2:3][C:4]1[CH:12]=[CH:11][C:7]([C:8]([O:10][CH3:13])=[O:9])=[CH:6][CH:5]=1, predict the reactants needed to synthesize it. The reactants are: [Br:1][CH2:2][CH2:3][C:4]1[CH:12]=[CH:11][C:7]([C:8]([OH:10])=[O:9])=[CH:6][CH:5]=1.[CH3:13]COCC.[N+](=C)=[N-]. (4) Given the product [Cl:1][C:2]1[CH:7]=[CH:6][C:5]([C:12]#[N:13])=[C:4]([O:9][CH3:10])[CH:3]=1, predict the reactants needed to synthesize it. The reactants are: [Cl:1][C:2]1[CH:7]=[CH:6][C:5](I)=[C:4]([O:9][CH3:10])[CH:3]=1.O.[CH3:12][N:13](C=O)C. (5) Given the product [Cl:1][C:2]1[CH:7]=[C:6]([Cl:8])[C:5]([C:9]2[N:17]=[C:16]([Cl:18])[N:15]=[C:14]3[C:10]=2[N:11]=[CH:12][N:13]3[CH2:19][C:20]2[CH:21]=[CH:22][C:23]([O:26][CH3:27])=[CH:24][CH:25]=2)=[CH:4][C:3]=1[O:28][CH2:33][CH2:32][CH2:31][N:30]([CH3:35])[CH3:29], predict the reactants needed to synthesize it. The reactants are: [Cl:1][C:2]1[CH:7]=[C:6]([Cl:8])[C:5]([C:9]2[N:17]=[C:16]([Cl:18])[N:15]=[C:14]3[C:10]=2[N:11]=[CH:12][N:13]3[CH2:19][C:20]2[CH:25]=[CH:24][C:23]([O:26][CH3:27])=[CH:22][CH:21]=2)=[CH:4][C:3]=1[OH:28].[CH3:29][N:30]([CH3:35])[CH2:31][CH2:32][CH2:33]O.C1(P(C2C=CC=CC=2)C2C=CC=CC=2)C=CC=CC=1.N(C(OC(C)C)=O)=NC(OC(C)C)=O. (6) Given the product [F:47][C:43]1[C:42]([CH3:48])=[C:41]([CH:46]=[CH:45][CH:44]=1)[CH2:40][C:17]1[N:18]([C:34]2[CH:35]=[CH:36][CH:37]=[CH:38][CH:39]=2)[C:19]2=[C:20]([CH2:25][C:26]3[CH:31]=[CH:30][CH:29]=[C:28]([F:32])[C:27]=3[CH3:33])[N:21]=[CH:22][CH:23]=[C:24]2[C:16]=1[C:14]([N:11]1[CH2:10][CH2:9][NH:8][CH2:13][CH2:12]1)=[O:15], predict the reactants needed to synthesize it. The reactants are: C(OC([N:8]1[CH2:13][CH2:12][N:11]([C:14]([C:16]2[C:24]3[C:19](=[C:20]([CH2:25][C:26]4[CH:31]=[CH:30][CH:29]=[C:28]([F:32])[C:27]=4[CH3:33])[N:21]=[CH:22][CH:23]=3)[N:18]([C:34]3[CH:39]=[CH:38][CH:37]=[CH:36][CH:35]=3)[C:17]=2[CH2:40][C:41]2[CH:46]=[CH:45][CH:44]=[C:43]([F:47])[C:42]=2[CH3:48])=[O:15])[CH2:10][CH2:9]1)=O)(C)(C)C.Cl.Cl.Cl.FC1C(C)=C(C=CC=1)CC1N(C2C=CC=CC=2)C2=C(CC3C=CC=C(F)C=3C)N=CC=C2C=1C(N1CCNCC1)=O. (7) The reactants are: [NH:1]1[C:9]2[C:4](=[CH:5][CH:6]=[CH:7][CH:8]=2)[C:3]([C:10]([OH:12])=[O:11])=[N:2]1.S(Cl)(Cl)=O.[CH3:17]O. Given the product [NH:1]1[C:9]2[C:4](=[CH:5][CH:6]=[CH:7][CH:8]=2)[C:3]([C:10]([O:12][CH3:17])=[O:11])=[N:2]1, predict the reactants needed to synthesize it. (8) Given the product [NH2:9][C:7]1[S:8][C:4]2[C:5](=[C:10]([S:13]([Cl:12])(=[O:15])=[O:14])[CH:11]=[C:2]([F:1])[CH:3]=2)[N:6]=1, predict the reactants needed to synthesize it. The reactants are: [F:1][C:2]1[CH:11]=[CH:10][C:5]2[N:6]=[C:7]([NH2:9])[S:8][C:4]=2[CH:3]=1.[Cl:12][S:13](O)(=[O:15])=[O:14]. (9) The reactants are: [S:1]1[C:5]2[CH:6]=[CH:7][CH:8]=[CH:9][C:4]=2[N:3]=[C:2]1[O:10][C:11]1[CH:16]=[CH:15][C:14]([CH2:17][CH2:18][N:19]([CH2:34][CH:35]2[CH2:37][CH2:36]2)[CH2:20][CH2:21][CH2:22][N:23]2C(=O)C3C(=CC=CC=3)C2=O)=[CH:13][CH:12]=1.NN. Given the product [S:1]1[C:5]2[CH:6]=[CH:7][CH:8]=[CH:9][C:4]=2[N:3]=[C:2]1[O:10][C:11]1[CH:16]=[CH:15][C:14]([CH2:17][CH2:18][N:19]([CH2:34][CH:35]2[CH2:36][CH2:37]2)[CH2:20][CH2:21][CH2:22][NH2:23])=[CH:13][CH:12]=1, predict the reactants needed to synthesize it.